From a dataset of Full USPTO retrosynthesis dataset with 1.9M reactions from patents (1976-2016). Predict the reactants needed to synthesize the given product. (1) The reactants are: [Cl:1][C:2]1[CH:7]=[CH:6][C:5]([CH2:8][N:9]2[C:13]3[CH:14]([CH2:18]CC#N)[CH2:15][CH2:16][CH2:17][C:12]=3[N:11]=[C:10]2[CH:22]([CH3:24])[CH3:23])=[CH:4][CH:3]=1.Cl.[C:26]([OH:32])([C:28](F)(F)F)=[O:27]. Given the product [Cl:1][C:2]1[CH:3]=[CH:4][C:5]([CH2:8][N:9]2[C:13]3[CH:14]([CH2:18][CH2:28][C:26]([OH:32])=[O:27])[CH2:15][CH2:16][CH2:17][C:12]=3[N:11]=[C:10]2[CH:22]([CH3:24])[CH3:23])=[CH:6][CH:7]=1, predict the reactants needed to synthesize it. (2) Given the product [CH2:26]([O:25][C:22]1[CH:23]=[CH:24][C:19]([NH:18][C:16]2[N:15]=[CH:14][N:13]=[C:12]3[NH:11][N:10]=[C:9]([O:8][CH2:7][CH2:6][N:39]4[CH2:40][CH2:41][N:36]([CH2:34][CH3:35])[CH2:37][CH2:38]4)[C:17]=23)=[CH:20][C:21]=1[CH3:33])[C:27]1[CH:32]=[CH:31][CH:30]=[CH:29][CH:28]=1, predict the reactants needed to synthesize it. The reactants are: CS(O[CH2:6][CH2:7][O:8][C:9]1[C:17]2[C:12](=[N:13][CH:14]=[N:15][C:16]=2[NH:18][C:19]2[CH:24]=[CH:23][C:22]([O:25][CH2:26][C:27]3[CH:32]=[CH:31][CH:30]=[CH:29][CH:28]=3)=[C:21]([CH3:33])[CH:20]=2)[NH:11][N:10]=1)(=O)=O.[CH2:34]([N:36]1[CH2:41][CH2:40][NH:39][CH2:38][CH2:37]1)[CH3:35]. (3) Given the product [Cl:1][C:2]1[N:7]=[N:6][C:5]([C:8]([NH2:25])=[O:9])=[C:4]([NH:13][C:14]2[CH:19]=[CH:18][C:17]([CH:20]([CH3:22])[CH3:21])=[C:16]([O:23][CH3:24])[N:15]=2)[CH:3]=1, predict the reactants needed to synthesize it. The reactants are: [Cl:1][C:2]1[N:7]=[N:6][C:5]([C:8](OCC)=[O:9])=[C:4]([NH:13][C:14]2[CH:19]=[CH:18][C:17]([CH:20]([CH3:22])[CH3:21])=[C:16]([O:23][CH3:24])[N:15]=2)[CH:3]=1.[NH3:25].CO. (4) Given the product [F:20][C:19]([F:22])([F:21])[S:16]([NH:15][C:12]1[CH:13]=[CH:14][C:9]([O:8][C:3]2[CH:2]=[CH:1][C:6]([NH:7][S:16]([C:19]([F:20])([F:21])[F:22])(=[O:17])=[O:18])=[CH:5][CH:4]=2)=[CH:10][CH:11]=1)(=[O:18])=[O:17], predict the reactants needed to synthesize it. The reactants are: [CH:1]1[C:6]([NH2:7])=[CH:5][CH:4]=[C:3]([O:8][C:9]2[CH:10]=[CH:11][C:12]([NH2:15])=[CH:13][CH:14]=2)[CH:2]=1.[S:16](O[S:16]([C:19]([F:22])([F:21])[F:20])(=[O:18])=[O:17])([C:19]([F:22])([F:21])[F:20])(=[O:18])=[O:17].C(=O)(O)[O-].[Na+]. (5) Given the product [Cl:39][C:31]1[C:32]2[C:33](=[O:35])[O:34][CH:43]([OH:44])[C:36]=2[C:37]([F:38])=[C:29]([N:22]2[C@@H:23]3[CH2:28][CH2:27][CH2:26][CH2:25][C@@H:24]3[N:20]([C:18]([O:17][C:13]([CH3:16])([CH3:14])[CH3:15])=[O:19])[CH2:21]2)[N:30]=1, predict the reactants needed to synthesize it. The reactants are: C([Li])CCC.C(NC(C)C)(C)C.[C:13]([O:17][C:18]([N:20]1[C@H:24]2[CH2:25][CH2:26][CH2:27][CH2:28][C@H:23]2[N:22]([C:29]2[C:37]([F:38])=[CH:36][C:32]([C:33]([OH:35])=[O:34])=[C:31]([Cl:39])[N:30]=2)[CH2:21]1)=[O:19])([CH3:16])([CH3:15])[CH3:14].CN([CH:43]=[O:44])C.Cl. (6) Given the product [CH3:11][O:19][C:18]1[CH:22]=[CH:21][C:25]2[O:26][CH2:3][CH2:2][NH:1][C:27]=2[CH:17]=1, predict the reactants needed to synthesize it. The reactants are: [NH2:1][C:2]1(O)C=CC(OC)=C[CH2:3]1.[C:11](=O)([O-])O.[Na+].Cl[CH2:17][C:18](Cl)=[O:19].[CH2:21]([C:25]([CH3:27])=[O:26])[CH:22](C)C. (7) Given the product [CH3:25][O:26][C:27]1[CH:28]=[CH:29][C:30]([CH2:31][NH:32][C:33]2[C:42](/[CH:48]=[CH:5]/[C:3]([O:2][CH3:1])=[O:4])=[CH:41][C:40]3[C:35](=[CH:36][CH:37]=[C:38]([Br:45])[CH:39]=3)[N:34]=2)=[CH:46][CH:47]=1, predict the reactants needed to synthesize it. The reactants are: [CH3:1][O:2][C:3]([CH:5]=P(C1C=CC=CC=1)(C1C=CC=CC=1)C1C=CC=CC=1)=[O:4].[CH3:25][O:26][C:27]1[CH:47]=[CH:46][C:30]([CH2:31][NH:32][C:33]2[C:42](C=O)=[CH:41][C:40]3[C:35](=[CH:36][CH:37]=[C:38]([Br:45])[CH:39]=3)[N:34]=2)=[CH:29][CH:28]=1.[CH2:48]1COCC1.